From a dataset of Catalyst prediction with 721,799 reactions and 888 catalyst types from USPTO. Predict which catalyst facilitates the given reaction. (1) Product: [CH2:30]([CH:12]1[O:13][CH2:14][CH2:15][N:10]([C:7]2[CH:6]=[CH:5][C:4]([N+:1]([O-:3])=[O:2])=[CH:9][CH:8]=2)[C:11]1=[O:16])[CH:29]=[CH2:28]. The catalyst class is: 1. Reactant: [N+:1]([C:4]1[CH:9]=[CH:8][C:7]([N:10]2[CH2:15][CH2:14][O:13][CH2:12][C:11]2=[O:16])=[CH:6][CH:5]=1)([O-:3])=[O:2].C[Si](C)(C)[N-][Si](C)(C)C.[Li+].I[CH2:28][CH:29]=[CH2:30]. (2) Reactant: [C:1]1([CH3:27])[CH:6]=[CH:5][CH:4]=[CH:3][C:2]=1[O:7][CH2:8][CH2:9][CH2:10][CH2:11][CH2:12][CH2:13][CH2:14][CH2:15][N:16]1C(=O)C2=CC=CC=C2C1=O.O.NN.C(OC1C=C(CN)C=CC=1)CCCCC. Product: [C:1]1([CH3:27])[CH:6]=[CH:5][CH:4]=[CH:3][C:2]=1[O:7][CH2:8][CH2:9][CH2:10][CH2:11][CH2:12][CH2:13][CH2:14][CH2:15][NH2:16]. The catalyst class is: 14. (3) Reactant: [F:1][C:2]1[CH:3]=[C:4]([NH:10][C:11]2[CH:16]=[CH:15][CH:14]=[CH:13][N:12]=2)[CH:5]=[CH:6][C:7]=1[O:8]C.BrB(Br)Br.C([O-])(O)=O.[Na+]. Product: [F:1][C:2]1[CH:3]=[C:4]([NH:10][C:11]2[CH:16]=[CH:15][CH:14]=[CH:13][N:12]=2)[CH:5]=[CH:6][C:7]=1[OH:8]. The catalyst class is: 2.